This data is from Peptide-MHC class I binding affinity with 185,985 pairs from IEDB/IMGT. The task is: Regression. Given a peptide amino acid sequence and an MHC pseudo amino acid sequence, predict their binding affinity value. This is MHC class I binding data. (1) The peptide sequence is TVNDIQKLVGV. The MHC is Mamu-B03 with pseudo-sequence Mamu-B03. The binding affinity (normalized) is 0. (2) The peptide sequence is VLQQNNSFII. The MHC is HLA-A02:06 with pseudo-sequence HLA-A02:06. The binding affinity (normalized) is 0.152. (3) The peptide sequence is RLMAEALKEA. The MHC is Mamu-B03 with pseudo-sequence Mamu-B03. The binding affinity (normalized) is 0.158. (4) The peptide sequence is EDFEIFYNL. The MHC is HLA-A66:01 with pseudo-sequence HLA-A66:01. The binding affinity (normalized) is 0.213. (5) The peptide sequence is GIVSSMHYK. The MHC is BoLA-T2a with pseudo-sequence BoLA-T2a. The binding affinity (normalized) is 0.370. (6) The peptide sequence is AVRAFLLRHY. The MHC is HLA-A11:01 with pseudo-sequence HLA-A11:01. The binding affinity (normalized) is 0.355.